The task is: Predict the reaction yield, written as a fraction of the theoretical maximum amount of product (1.0 means a 100% yield; for example, 0.34 means a 34% yield).. This data is from Reaction yield outcomes from USPTO patents with 853,638 reactions. (1) The yield is 0.800. The product is [F:58][C:59]1[CH:64]=[C:63]([F:65])[CH:62]=[CH:61][C:60]=1[C:2]1[CH:3]=[C:4]([CH:9]=[C:10]([C:23]([CH3:28])=[CH2:24])[N:11]=1)[C:5]([O:7][CH3:8])=[O:6]. The catalyst is C1COCC1.O.C([O-])(=O)C.[Pd+2].C([O-])(=O)C. The reactants are Cl[C:2]1[CH:3]=[C:4]([CH:9]=[C:10](Cl)[N:11]=1)[C:5]([O:7][CH3:8])=[O:6].P([O-])([O-])([O-])=O.[K+].[K+].[K+].CO[C:23]1[CH:28]=CC=C[C:24]=1P(C1C=CC=CC=1OC)C1C=CC=CC=1OC.C(B1OC(C)(C)C(C)(C)O1)(C)=C.[F:58][C:59]1[CH:64]=[C:63]([F:65])[CH:62]=[CH:61][C:60]=1B(O)O.C([O-])(O)=O.[Na+]. (2) The reactants are Br[C:2]1[CH:3]=[C:4]([CH3:14])[C:5]2[NH:9][C:8]([CH2:10][CH2:11][CH3:12])=[N:7][C:6]=2[CH:13]=1.C([Sn](CCCC)(CCCC)[C:20]1[O:21][CH:22]=[CH:23][CH:24]=1)CCC.O. The catalyst is C1(C)C=CC=CC=1.C1C=CC([P]([Pd]([P](C2C=CC=CC=2)(C2C=CC=CC=2)C2C=CC=CC=2)([P](C2C=CC=CC=2)(C2C=CC=CC=2)C2C=CC=CC=2)[P](C2C=CC=CC=2)(C2C=CC=CC=2)C2C=CC=CC=2)(C2C=CC=CC=2)C2C=CC=CC=2)=CC=1. The product is [O:21]1[CH:22]=[CH:23][CH:24]=[C:20]1[C:2]1[CH:3]=[C:4]([CH3:14])[C:5]2[NH:9][C:8]([CH2:10][CH2:11][CH3:12])=[N:7][C:6]=2[CH:13]=1. The yield is 0.300. (3) The reactants are [CH3:1][C:2]1[N:7]=[C:6]([C:8](=[O:10])[CH3:9])[CH:5]=[CH:4][CH:3]=1.[BrH:11].BrBr. No catalyst specified. The product is [BrH:11].[Br:11][CH2:9][C:8]([C:6]1[CH:5]=[CH:4][CH:3]=[C:2]([CH3:1])[N:7]=1)=[O:10]. The yield is 1.05. (4) The reactants are [Cl:1][C:2]1[S:3][C:4]([CH:18]2[O:22][CH2:21][CH2:20][O:19]2)=[CH:5][C:6]=1[CH:7]([C:9]1[C:14]([CH2:15][CH2:16]I)=[CH:13][CH:12]=[CH:11][N:10]=1)[OH:8].CCOCC. The catalyst is [Ag-]=O. The product is [Cl:1][C:2]1[S:3][C:4]([CH:18]2[O:22][CH2:21][CH2:20][O:19]2)=[CH:5][C:6]=1[CH:7]1[C:9]2=[N:10][CH:11]=[CH:12][CH:13]=[C:14]2[CH2:15][CH2:16][O:8]1. The yield is 0.660. (5) The reactants are [I:1]N1C(=O)CCC1=O.[CH:9]1([CH2:12][NH:13][C:14]2[CH:19]=[CH:18][N:17]=[C:16]([NH2:20])[N:15]=2)[CH2:11][CH2:10]1. The catalyst is CC(O)=O. The product is [CH:9]1([CH2:12][NH:13][C:14]2[C:19]([I:1])=[CH:18][N:17]=[C:16]([NH2:20])[N:15]=2)[CH2:10][CH2:11]1. The yield is 0.600. (6) The reactants are [CH2:1]([N:8]1[C:11]2([CH2:14][NH:13][CH2:12]2)[CH2:10][CH2:9]1)[C:2]1[CH:7]=[CH:6][CH:5]=[CH:4][CH:3]=1.C(N(C(C)C)CC)(C)C.[N:24]([CH2:27][CH2:28][CH2:29][C:30]1[CH:35]=[CH:34][CH:33]=[CH:32][CH:31]=1)=[C:25]=[O:26]. The catalyst is ClCCl. The product is [C:30]1([CH2:29][CH2:28][CH2:27][NH:24][C:25]([N:13]2[CH2:12][C:11]3([N:8]([CH2:1][C:2]4[CH:7]=[CH:6][CH:5]=[CH:4][CH:3]=4)[CH2:9][CH2:10]3)[CH2:14]2)=[O:26])[CH:35]=[CH:34][CH:33]=[CH:32][CH:31]=1. The yield is 0.120.